This data is from Forward reaction prediction with 1.9M reactions from USPTO patents (1976-2016). The task is: Predict the product of the given reaction. (1) Given the reactants [OH:1][CH2:2][C:3]1([CH2:16][OH:17])[C:15]2[CH:14]=[CH:13][CH:12]=[CH:11][C:10]=2[C:9]2[C:4]1=[CH:5][CH:6]=[CH:7][CH:8]=2.N1C=CC=CC=1.[C:24](Cl)(=[O:31])[C:25]1[CH:30]=[CH:29][CH:28]=[CH:27][CH:26]=1.[C:33](Cl)(=[O:36])[CH2:34][CH3:35], predict the reaction product. The product is: [C:24]([O:1][CH2:2][C:3]1([CH2:16][O:17][C:33](=[O:36])[CH2:34][CH3:35])[C:15]2[CH:14]=[CH:13][CH:12]=[CH:11][C:10]=2[C:9]2[C:4]1=[CH:5][CH:6]=[CH:7][CH:8]=2)(=[O:31])[C:25]1[CH:30]=[CH:29][CH:28]=[CH:27][CH:26]=1. (2) Given the reactants [F:1][C:2]1[C:7]2[CH:8]([CH2:11][C:12]([O:14]C)=[O:13])[CH2:9][O:10][C:6]=2[CH:5]=[C:4]([OH:16])[CH:3]=1.[OH-].[Na+].Cl, predict the reaction product. The product is: [F:1][C:2]1[C:7]2[CH:8]([CH2:11][C:12]([OH:14])=[O:13])[CH2:9][O:10][C:6]=2[CH:5]=[C:4]([OH:16])[CH:3]=1. (3) Given the reactants [NH2:1][CH2:2][C:3]1[CH:8]=[CH:7][N:6]=[C:5]([CH3:9])[C:4]=1[CH3:10].C(N(CC)CC)C.[CH:18]1([C:24]2[CH:29]=[CH:28][C:27]([S:30](Cl)(=[O:32])=[O:31])=[CH:26][CH:25]=2)[CH2:23][CH2:22][CH2:21][CH2:20][CH2:19]1, predict the reaction product. The product is: [CH:18]1([C:24]2[CH:25]=[CH:26][C:27]([S:30]([NH:1][CH2:2][C:3]3[CH:8]=[CH:7][N:6]=[C:5]([CH3:9])[C:4]=3[CH3:10])(=[O:32])=[O:31])=[CH:28][CH:29]=2)[CH2:19][CH2:20][CH2:21][CH2:22][CH2:23]1. (4) Given the reactants [NH2:1][C:2]1[S:3][C:4]([CH3:10])=[C:5]([CH3:9])[C:6]=1[C:7]#[N:8].[S:11](N)([NH2:14])(=[O:13])=[O:12], predict the reaction product. The product is: [S:11]([NH:1][C:2]1[S:3][C:4]([CH3:10])=[C:5]([CH3:9])[C:6]=1[C:7]#[N:8])(=[O:13])(=[O:12])[NH2:14].